Dataset: Catalyst prediction with 721,799 reactions and 888 catalyst types from USPTO. Task: Predict which catalyst facilitates the given reaction. (1) The catalyst class is: 66. Product: [Cl:1][C:2]1[CH:3]=[C:4]([CH:8]([CH3:15])[CH2:9][NH:20][CH2:19][CH:18]([O:21][CH3:22])[O:17][CH3:16])[CH:5]=[CH:6][CH:7]=1. Reactant: [Cl:1][C:2]1[CH:3]=[C:4]([CH:8]([CH3:15])[CH2:9]CS([O-])(=O)=O)[CH:5]=[CH:6][CH:7]=1.[CH3:16][O:17][CH:18]([O:21][CH3:22])[CH2:19][NH2:20]. (2) Reactant: [CH3:1][CH:2]1[CH2:20][N:7]2[C:8]3[CH:9]=[C:10]([C:15]([O:17]CC)=[O:16])[CH:11]=[CH:12][C:13]=3[CH:14]=[C:6]2[C:5](=[O:21])[NH:4][CH2:3]1.[OH-].[Na+].C(O)(=O)C.O. The catalyst class is: 8. Product: [CH3:1][CH:2]1[CH2:20][N:7]2[C:8]3[CH:9]=[C:10]([C:15]([OH:17])=[O:16])[CH:11]=[CH:12][C:13]=3[CH:14]=[C:6]2[C:5](=[O:21])[NH:4][CH2:3]1. (3) Reactant: [Cl:1][C:2]1[N:7]=[CH:6][C:5]([CH:8]([S:10][CH3:11])[CH3:9])=[CH:4][N:3]=1.[N:12]#[C:13][NH2:14].C(O)(=O)C.C(O)(=O)C.IC1C=CC=CC=1. Product: [Cl:1][C:2]1[N:3]=[CH:4][C:5]([CH:8]([S:10]([CH3:11])=[N:14][C:13]#[N:12])[CH3:9])=[CH:6][N:7]=1. The catalyst class is: 2. (4) Reactant: [C:1]([C:3]1[CH:4]=[C:5]([CH:10]=[CH:11][C:12]=1[O:13][CH3:14])[C:6]([O:8]C)=[O:7])#[N:2].CO.[Li+].[OH-].Cl. Product: [C:1]([C:3]1[CH:4]=[C:5]([CH:10]=[CH:11][C:12]=1[O:13][CH3:14])[C:6]([OH:8])=[O:7])#[N:2]. The catalyst class is: 20. (5) Reactant: Cl[C:2]1[C:11]([CH:12]=[O:13])=[CH:10][C:9]2[C:4](=[CH:5][CH:6]=[C:7]([O:14][CH3:15])[CH:8]=2)[N:3]=1.[CH2:16]([NH2:19])[CH2:17][CH3:18]. Product: [CH3:15][O:14][C:7]1[CH:8]=[C:9]2[C:4](=[CH:5][CH:6]=1)[N:3]=[C:2]([NH:19][CH2:16][CH2:17][CH3:18])[C:11]([CH:12]=[O:13])=[CH:10]2. The catalyst class is: 1. (6) Reactant: [N+:1]([C:4]1[CH:27]=[CH:26][C:25]([N:28]2[CH2:33][CH2:32][CH2:31][CH2:30][CH2:29]2)=[CH:24][C:5]=1[C:6]([NH:8][C:9]1[N:10]=[CH:11][N:12]([C:14]2[CH:19]=[CH:18][CH:17]=[C:16]([C:20]([F:23])([F:22])[F:21])[CH:15]=2)[CH:13]=1)=[O:7])([O-])=O. Product: [NH2:1][C:4]1[CH:27]=[CH:26][C:25]([N:28]2[CH2:33][CH2:32][CH2:31][CH2:30][CH2:29]2)=[CH:24][C:5]=1[C:6]([NH:8][C:9]1[N:10]=[CH:11][N:12]([C:14]2[CH:19]=[CH:18][CH:17]=[C:16]([C:20]([F:22])([F:23])[F:21])[CH:15]=2)[CH:13]=1)=[O:7]. The catalyst class is: 886. (7) Reactant: [C:1](/[N:9]=[C:10]1/[N:11]([C@@H:28]2[CH2:33][CH2:32][C@H:31]([C:34]([O:36]C)=[O:35])[CH2:30][CH2:29]2)[C:12]2[CH:17]=[C:16]([O:18][CH2:19][CH2:20][N:21]3[CH2:26][CH2:25][CH2:24][CH2:23][CH2:22]3)[N:15]=[CH:14][C:13]=2[NH:27]/1)(=[O:8])[C:2]1[CH:7]=[CH:6][CH:5]=[CH:4][CH:3]=1.[OH-].[Na+]. Product: [C:1](/[N:9]=[C:10]1/[N:11]([C@@H:28]2[CH2:29][CH2:30][C@H:31]([C:34]([OH:36])=[O:35])[CH2:32][CH2:33]2)[C:12]2[CH:17]=[C:16]([O:18][CH2:19][CH2:20][N:21]3[CH2:22][CH2:23][CH2:24][CH2:25][CH2:26]3)[N:15]=[CH:14][C:13]=2[NH:27]/1)(=[O:8])[C:2]1[CH:3]=[CH:4][CH:5]=[CH:6][CH:7]=1. The catalyst class is: 5. (8) Reactant: [NH:1]1[CH2:6][CH2:5][O:4][CH2:3][CH2:2]1.[CH2:7]([CH:9]1[O:11][CH2:10]1)[Cl:8]. Product: [Cl:8][CH2:7][CH:9]([OH:11])[CH2:10][N:1]1[CH2:6][CH2:5][O:4][CH2:3][CH2:2]1. The catalyst class is: 8. (9) Reactant: Cl.[NH2:2][OH:3].[CH2:4]1[CH2:14][C:12](=O)[C:11]2[C:6](=[CH:7][CH:8]=[CH:9][CH:10]=2)[CH2:5]1. Product: [C:12]1(=[N:2][OH:3])[C:11]2[C:6](=[CH:7][CH:8]=[CH:9][CH:10]=2)[CH2:5][CH2:4][CH2:14]1. The catalyst class is: 5.